This data is from Full USPTO retrosynthesis dataset with 1.9M reactions from patents (1976-2016). The task is: Predict the reactants needed to synthesize the given product. Given the product [C:22]([C:19]1[CH:20]=[CH:21][C:16]([O:15][CH:10]2[C:11]([CH3:14])([CH3:13])[CH2:12][N:8]([CH2:7][C:6]([OH:29])=[O:5])[C:9]2=[O:28])=[CH:17][C:18]=1[C:24]([F:27])([F:26])[F:25])#[N:23], predict the reactants needed to synthesize it. The reactants are: [OH-].[Na+].C([O:5][C:6](=[O:29])[CH2:7][N:8]1[CH2:12][C:11]([CH3:14])([CH3:13])[CH:10]([O:15][C:16]2[CH:21]=[CH:20][C:19]([C:22]#[N:23])=[C:18]([C:24]([F:27])([F:26])[F:25])[CH:17]=2)[C:9]1=[O:28])C.Cl.